Regression/Classification. Given a drug SMILES string, predict its toxicity properties. Task type varies by dataset: regression for continuous values (e.g., LD50, hERG inhibition percentage) or binary classification for toxic/non-toxic outcomes (e.g., AMES mutagenicity, cardiotoxicity, hepatotoxicity). Dataset: herg_karim. From a dataset of hERG potassium channel inhibition data for cardiac toxicity prediction from Karim et al.. The molecule is Cc1coc(C2C[C@H]3C(C)SC(N)=N[C@@]3(c3ccc(F)cc3F)CO2)n1. The result is 1 (blocker).